From a dataset of Experimentally validated miRNA-target interactions with 360,000+ pairs, plus equal number of negative samples. Binary Classification. Given a miRNA mature sequence and a target amino acid sequence, predict their likelihood of interaction. (1) The miRNA is mmu-miR-3968 with sequence CGAAUCCCACUCCAGACACCA. The protein sequence of the target gene is MRLIQNMCTIAEYPAPGNAAASDCCVGAAGRRLVKIAVVGASGVGKTALVVRFLTKRFIGDYERNAGNLYTRQVQIEGETLALQVQDTPGIQVHENSLSCSEQLNRCIRWADAVVIVFSITDYKSYELISQLHQHVQQLHLGTRLPVVVVANKADLLHIKQVDPQLGLQLASMLGCSFYEVSVSENYNDVYSAFHVLCKEVSHKQQPSSTPEKRRTSLIPRPKSPNMQDLKRRFKQALSAKVRTVTSV. Result: 0 (no interaction). (2) The miRNA is hsa-miR-548h-3p with sequence CAAAAACCGCAAUUACUUUUGCA. Result: 0 (no interaction). The protein sequence of the target gene is MEPVGCCGECRGSSVDPRSTFVLSNLAEVVERVLTFLPAKALLRVACVCRLWRECVRRVLRTHRSVTWISAGLAEAGHLEGHCLVRVVAEELENVRILPHTVLYMADSETFISLEECRGHKRARKRTSMETALALEKLFPKQCQVLGIVTPGIVVTPMGSGSNRPQEIEIGESGFALLFPQIEGIKIQPFHFIKDPKNLTLERHQLTEVGLLDNPELRVVLVFGYNCCKVGASNYLQQVVSTFSDMNIILAGGQVDNLSSLTSEKNPLDIDASGVVGLSFSGHRIQSATVLLNEDVSDEK.... (3) The miRNA is hsa-miR-514b-3p with sequence AUUGACACCUCUGUGAGUGGA. The protein sequence of the target gene is MAAGTSNYWEDLRKQARQLENELDLKLVSFSKLCTSYSHSGSRDGGRDRYSSDTTPLLNGSSQDRMFETMAIEIEQLLARLTGVNDKMAEYTHSAGVPSLNAALMHTLQRHRDILQDYTHEFHKTKANFTAIRERENLMGSVRKDIESYKSGSGVNNRRTELFLKEHDHLRNSDRLIEETISIAMATKENMTSQRGMLKSIHSKMNTLANRFPAVNSLIQRINLRKRRDSLILGGVIGICTILLLLYAFH. Result: 0 (no interaction). (4) The miRNA is hsa-miR-4779 with sequence UAGGAGGGAAUAGUAAAAGCAG. The protein sequence of the target gene is MGSQEVLGQAARLASSGLLLQVLFRLITFVLNAFILRFLSKEIVGIVNVRLTLLYSTTTFLAREAFRRACLSGGAQRDWSQTLNLLWLTVPLGIFWSSCLGWVWLQLLEVPDPDVVPYYGTGVLFFGLSAVVELLGEPFWVLAQAHMFVKLKVLAESMSVILRSVLTALLVLWLPHWGLYIFSLAQLLYTTVLVLCYAIYLIQLLRSPESAKQLTLPVSRVTQLLPSISRSRAFVNWKEAGLAWSFFKQSFLKQILTEGERYVMTFLNVLNFGDQGVYDIVNNLGSLVARLIFQPVEESF.... Result: 0 (no interaction). (5) The miRNA is hsa-miR-548ah-5p with sequence AAAAGUGAUUGCAGUGUUUG. The protein sequence of the target gene is MDAGVTESGLNVTLTIRLLMHGKEVGSIIGKKGESVKRIREESGARINISEGNCPERIITLTGPTNAIFKAFAMIIDKLEEDINSSMTNSTAASRPPVTLRLVVPATQCGSLIGKGGCKIKEIRESTGAQVQVAGDMLPNSTERAITIAGVPQSVTECVKQICLVMLETLSQSPQGRVMTIPYQPMPASSPVICAGGQDRCSDAAGYPHATHDLEGPPLDAYSIQGQHTISPLDLAKLNQVARQQSHFAMMHGGTGFAGIDSSSPEVKGYWASLDASTQTTHELTIPNNLIGCIIGRQGA.... Result: 0 (no interaction). (6) The miRNA is hsa-miR-10a-5p with sequence UACCCUGUAGAUCCGAAUUUGUG. The protein sequence of the target gene is MRRERPELRDAEGRLRLRAGCLVTAWPRAPSGAGSWSMAAASPWPASWGFPDASSTVPSLCTEARAGRGGPATARSRVSADSQGGRAGSSSPSSALRLCCAGPSQAHPGPSPAVLPGRCGLLGSFPRPPAPQGRWGPSLG. Result: 0 (no interaction). (7) The miRNA is mmu-miR-511-5p with sequence AUGCCUUUUGCUCUGCACUCA. The protein sequence of the target gene is MSVAGLKKQFHKASQLFSEKISGAEGTKLDDEFLDMERKIDVTNKVVAEILSKTTEYLQPNPAYRAKLGMLNTVSKIRGQVKTTGYPQTEGLLGDCMLKYGKELGEDSTFGNALIEVGESMKLMAEVKDSLDINVKQTFIDPLQLLQDKDLKEIGHHLKKLEGRRLDYDYKKKRVGKIPDEEVRQAVEKFEESKELAERSMFNFLENDVEQVSQLAVFIEAALDYHRQSTEILQELQSKLQMRISAASSVPRREYKPRPVKRSSSELNGVSTTSVVKTTGSNIPMDQPCCRGLYDFEPEN.... Result: 0 (no interaction). (8) The miRNA is hsa-miR-296-3p with sequence GAGGGUUGGGUGGAGGCUCUCC. The protein sequence of the target gene is MAASGESGTSGGGGSTEEAFMTFYSEVKQIEKRDSVLTSKNQIERLTRPGSSYFNLNPFEVLQIDPEVTDEEIKKRFRQLSILVHPDKNQDDADRAQKAFEAVDKAYKLLLDQEQKKRALDVIQAGKEYVEHTVKERKKQLKKEGKPTIVEEDDPELFKQAVYKQTMKLFAELEIKRKEREAKEMHERKRQREEEIEAQEKAKREREWQKNFEESRDGRVDSWRNFQANTKGKKEKKNRTFLRPPKVKMEQRE. Result: 1 (interaction).